The task is: Regression. Given a peptide amino acid sequence and an MHC pseudo amino acid sequence, predict their binding affinity value. This is MHC class I binding data.. This data is from Peptide-MHC class I binding affinity with 185,985 pairs from IEDB/IMGT. (1) The peptide sequence is CTSSIQYHR. The MHC is HLA-B45:06 with pseudo-sequence HLA-B45:06. The binding affinity (normalized) is 0.213. (2) The peptide sequence is TVPTNDHIPV. The MHC is HLA-A02:06 with pseudo-sequence HLA-A02:06. The binding affinity (normalized) is 0.423. (3) The MHC is HLA-A02:03 with pseudo-sequence HLA-A02:03. The peptide sequence is REIGDISYL. The binding affinity (normalized) is 0.530. (4) The peptide sequence is MALSIVSLF. The MHC is HLA-B53:01 with pseudo-sequence HLA-B53:01. The binding affinity (normalized) is 1.00. (5) The peptide sequence is EYKTLCDMI. The MHC is HLA-A03:01 with pseudo-sequence HLA-A03:01. The binding affinity (normalized) is 0. (6) The peptide sequence is EEAPAAVSF. The MHC is HLA-B53:01 with pseudo-sequence HLA-B53:01. The binding affinity (normalized) is 0.213.